Task: Predict the reactants needed to synthesize the given product.. Dataset: Full USPTO retrosynthesis dataset with 1.9M reactions from patents (1976-2016) Given the product [CH3:6][NH:5][C:4]1[CH:3]=[C:2]([C:10]2[CH:15]=[CH:14][CH:13]=[CH:12][CH:11]=2)[CH:9]=[CH:8][CH:7]=1, predict the reactants needed to synthesize it. The reactants are: Br[C:2]1[CH:3]=[C:4]([CH:7]=[CH:8][CH:9]=1)[NH:5][CH3:6].[C:10]1(B(O)O)[CH:15]=[CH:14][CH:13]=[CH:12][CH:11]=1.C(=O)([O-])[O-].[Na+].[Na+].